From a dataset of Catalyst prediction with 721,799 reactions and 888 catalyst types from USPTO. Predict which catalyst facilitates the given reaction. Reactant: [F:1][C:2]1[CH:3]=[N:4][CH:5]=[CH:6][C:7]=1[C:8]([OH:10])=O.CN(C(ON1N=NC2C=CC=NC1=2)=[N+](C)C)C.F[P-](F)(F)(F)(F)F.CCN(C(C)C)C(C)C.[I:44][C:45]1[CH:50]=[CH:49][C:48]([CH2:51][N:52]2[CH:56]=[CH:55][C:54]([NH2:57])=[N:53]2)=[C:47]([C:58]([F:61])([F:60])[F:59])[CH:46]=1. Product: [F:1][C:2]1[CH:3]=[N:4][CH:5]=[CH:6][C:7]=1[C:8]([NH:57][C:54]1[CH:55]=[CH:56][N:52]([CH2:51][C:48]2[CH:49]=[CH:50][C:45]([I:44])=[CH:46][C:47]=2[C:58]([F:61])([F:59])[F:60])[N:53]=1)=[O:10]. The catalyst class is: 121.